Dataset: Full USPTO retrosynthesis dataset with 1.9M reactions from patents (1976-2016). Task: Predict the reactants needed to synthesize the given product. (1) The reactants are: [N:1]([CH:4]([C:6]1[CH:11]=[CH:10][CH:9]=[CH:8][C:7]=1[C:12]1[C:16]2[CH:17]=[CH:18][CH:19]=[CH:20][C:15]=2[O:14][N:13]=1)[CH3:5])=[N+]=[N-].C1(P(C2C=CC=CC=2)C2C=CC=CC=2)C=CC=CC=1.C(O)(=O)C(O)=O.[ClH:46]. Given the product [ClH:46].[O:14]1[C:15]2[CH:20]=[CH:19][CH:18]=[CH:17][C:16]=2[C:12]([C:7]2[CH:8]=[CH:9][CH:10]=[CH:11][C:6]=2[CH:4]([CH3:5])[NH2:1])=[N:13]1, predict the reactants needed to synthesize it. (2) Given the product [C:1]([O:5][C:6]([N:8]1[CH2:9][CH2:10][N:11]([CH:14]2[CH2:19][CH2:18][N:17]([C:24](=[O:25])[NH:23][CH:20]([CH3:22])[CH3:21])[CH2:16][CH2:15]2)[CH2:12][CH2:13]1)=[O:7])([CH3:4])([CH3:2])[CH3:3], predict the reactants needed to synthesize it. The reactants are: [C:1]([O:5][C:6]([N:8]1[CH2:13][CH2:12][N:11]([CH:14]2[CH2:19][CH2:18][NH:17][CH2:16][CH2:15]2)[CH2:10][CH2:9]1)=[O:7])([CH3:4])([CH3:3])[CH3:2].[CH:20]([N:23]=[C:24]=[O:25])([CH3:22])[CH3:21]. (3) Given the product [CH2:1]([O:3][C:4](=[O:25])[C:5]1[CH:10]=[CH:9][CH:8]=[C:7]([S:11][C:12]2[C:20]3[C:15](=[CH:16][C:17]([Cl:21])=[CH:18][CH:19]=3)[N:14]([C:27]3[CH:28]=[N:29][N:30]([CH3:32])[CH:31]=3)[C:13]=2[CH3:22])[C:6]=1[O:23][CH3:24])[CH3:2], predict the reactants needed to synthesize it. The reactants are: [CH2:1]([O:3][C:4](=[O:25])[C:5]1[CH:10]=[CH:9][CH:8]=[C:7]([S:11][C:12]2[C:20]3[C:15](=[CH:16][C:17]([Cl:21])=[CH:18][CH:19]=3)[NH:14][C:13]=2[CH3:22])[C:6]=1[O:23][CH3:24])[CH3:2].Br[C:27]1[CH:28]=[N:29][N:30]([CH3:32])[CH:31]=1. (4) Given the product [C:1]([C:5]1[CH:10]=[C:9]([Cl:14])[N:8]=[CH:7][N:6]=1)([CH3:4])([CH3:3])[CH3:2], predict the reactants needed to synthesize it. The reactants are: [C:1]([C:5]1[CH:10]=[C:9](O)[N:8]=[CH:7][N:6]=1)([CH3:4])([CH3:3])[CH3:2].P(Cl)(Cl)([Cl:14])=O. (5) Given the product [OH:24][CH2:23][C:21]1[CH:20]=[C:19]([C:2]#[C:1][C:3]2[CH:8]=[CH:7][C:6]([NH:9][C:10](=[O:15])[C:11]([F:12])([F:14])[F:13])=[CH:5][CH:4]=2)[CH:18]=[C:17]([CH2:25][OH:26])[N:22]=1, predict the reactants needed to synthesize it. The reactants are: [C:1]([C:3]1[CH:8]=[CH:7][C:6]([NH:9][C:10](=[O:15])[C:11]([F:14])([F:13])[F:12])=[CH:5][CH:4]=1)#[CH:2].Br[C:17]1([CH2:25][OH:26])[NH:22][C:21]([CH2:23][OH:24])=[CH:20][CH:19]=[CH:18]1. (6) Given the product [Cl:38][C:35]1[CH:34]=[CH:33][C:32]([C:30]2[CH:29]=[CH:28][N:27]=[C:26]([N:5]([CH2:6][C:7]3[CH:19]=[CH:18][C:10]([O:11][CH2:12][C:13]([O:15][CH2:16][CH3:17])=[O:14])=[C:9]([CH3:20])[CH:8]=3)[CH2:4][CH2:3][O:2][CH3:1])[N:31]=2)=[CH:37][CH:36]=1, predict the reactants needed to synthesize it. The reactants are: [CH3:1][O:2][CH2:3][CH2:4][NH:5][CH2:6][C:7]1[CH:19]=[CH:18][C:10]([O:11][CH2:12][C:13]([O:15][CH2:16][CH3:17])=[O:14])=[C:9]([CH3:20])[CH:8]=1.C(N(CC1C=CC(OCC(OCC)=O)=C(C)C=1)[C:26]1[N:31]=[C:30]([C:32]2[CH:37]=[CH:36][C:35]([Cl:38])=[CH:34][CH:33]=2)[CH:29]=[CH:28][N:27]=1)CCC.